From a dataset of Forward reaction prediction with 1.9M reactions from USPTO patents (1976-2016). Predict the product of the given reaction. (1) Given the reactants [F:1][C:2]([F:13])([F:12])[C:3]1[CH:8]=[CH:7][C:6]([C:9](=[O:11])[CH3:10])=[CH:5][CH:4]=1.[CH3:14][C:15]1[CH:16]=[C:17]([CH:20]=[CH:21][C:22]=1[OH:23])[CH:18]=O, predict the reaction product. The product is: [F:1][C:2]([F:12])([F:13])[C:3]1[CH:4]=[CH:5][C:6]([C:9](=[O:11])[CH:10]=[CH:18][C:17]2[CH:20]=[CH:21][C:22]([OH:23])=[C:15]([CH3:14])[CH:16]=2)=[CH:7][CH:8]=1. (2) Given the reactants [Cl:1][C:2]1[CH:7]=[CH:6][C:5]([C:8](=[O:18])[NH:9][CH2:10][C:11]2[CH:16]=[CH:15][CH:14]=[C:13]([Cl:17])[CH:12]=2)=[CH:4][C:3]=1[NH:19][C:20]([C:22]1[C:35](=[O:36])[NH:34][C:25]2[N:26]=[C:27](S(C)(=O)=O)[N:28]=[CH:29][C:24]=2[CH:23]=1)=[O:21].CN(C=O)C.[NH2:42][CH2:43][C:44]([CH3:47])([OH:46])[CH3:45], predict the reaction product. The product is: [Cl:1][C:2]1[CH:7]=[CH:6][C:5]([C:8](=[O:18])[NH:9][CH2:10][C:11]2[CH:16]=[CH:15][CH:14]=[C:13]([Cl:17])[CH:12]=2)=[CH:4][C:3]=1[NH:19][C:20]([C:22]1[C:35](=[O:36])[NH:34][C:25]2[N:26]=[C:27]([NH:42][CH2:43][C:44]([OH:46])([CH3:47])[CH3:45])[N:28]=[CH:29][C:24]=2[CH:23]=1)=[O:21]. (3) Given the reactants Br[C:2]1[N:6]([S:7]([C:10]2[CH:11]=[N:12][CH:13]=[CH:14][CH:15]=2)(=[O:9])=[O:8])[CH:5]=[C:4]([CH2:16][N:17]([CH3:25])[C:18](=[O:24])[O:19][C:20]([CH3:23])([CH3:22])[CH3:21])[CH:3]=1.[F:26][CH:27]([F:44])[O:28][C:29]1[CH:34]=[CH:33][C:32](B2OC(C)(C)C(C)(C)O2)=[CH:31][CH:30]=1.C(=O)([O-])[O-].[Na+].[Na+], predict the reaction product. The product is: [F:26][CH:27]([F:44])[O:28][C:29]1[CH:34]=[CH:33][C:32]([C:2]2[N:6]([S:7]([C:10]3[CH:11]=[N:12][CH:13]=[CH:14][CH:15]=3)(=[O:9])=[O:8])[CH:5]=[C:4]([CH2:16][N:17]([CH3:25])[C:18](=[O:24])[O:19][C:20]([CH3:23])([CH3:22])[CH3:21])[CH:3]=2)=[CH:31][CH:30]=1. (4) Given the reactants Cl[CH2:2][C:3]1[N:7]([C:8]2[CH:13]=[CH:12][CH:11]=[CH:10][C:9]=2[O:14][CH:15]([F:17])[F:16])[N:6]=[CH:5][C:4]=1[CH:18]1[CH2:20][CH2:19]1.[O:21]1[C:25]2([CH2:30][CH2:29][CH:28]([OH:31])[CH2:27][CH2:26]2)[O:24][CH2:23][CH2:22]1, predict the reaction product. The product is: [O:21]1[C:25]2([CH2:30][CH2:29][CH:28]([O:31][CH2:2][C:3]3[N:7]([C:8]4[CH:13]=[CH:12][CH:11]=[CH:10][C:9]=4[O:14][CH:15]([F:17])[F:16])[N:6]=[CH:5][C:4]=3[CH:18]3[CH2:20][CH2:19]3)[CH2:27][CH2:26]2)[O:24][CH2:23][CH2:22]1.